This data is from Forward reaction prediction with 1.9M reactions from USPTO patents (1976-2016). The task is: Predict the product of the given reaction. (1) Given the reactants Cl[C:2]1[N:7]=[CH:6][N:5]=[C:4]([NH:8][C:9]2[CH:14]=[CH:13][C:12]([C:15]([F:18])([F:17])[F:16])=[CH:11][CH:10]=2)[N:3]=1.[CH:19](B1OB(C=C)OB(C=C)O1)=[CH2:20].C(=O)([O-])[O-].[Cs+].[Cs+], predict the reaction product. The product is: [F:16][C:15]([F:18])([F:17])[C:12]1[CH:13]=[CH:14][C:9]([NH:8][C:4]2[N:3]=[C:2]([CH:19]=[CH2:20])[N:7]=[CH:6][N:5]=2)=[CH:10][CH:11]=1. (2) Given the reactants [NH2:1][CH2:2][CH2:3][CH2:4][CH2:5][N:6]1[C:18]2[C:17]3[CH:16]=[CH:15][CH:14]=[CH:13][C:12]=3[N:11]=[C:10]([NH2:19])[C:9]=2[N:8]=[CH:7]1.[O:20]([CH2:27][C:28](Cl)=[O:29])[C:21]1[CH:26]=[CH:25][CH:24]=[CH:23][CH:22]=1, predict the reaction product. The product is: [NH2:19][C:10]1[C:9]2[N:8]=[CH:7][N:6]([CH2:5][CH2:4][CH2:3][CH2:2][NH:1][C:28](=[O:29])[CH2:27][O:20][C:21]3[CH:26]=[CH:25][CH:24]=[CH:23][CH:22]=3)[C:18]=2[C:17]2[CH:16]=[CH:15][CH:14]=[CH:13][C:12]=2[N:11]=1.